From a dataset of Reaction yield outcomes from USPTO patents with 853,638 reactions. Predict the reaction yield, written as a fraction of the theoretical maximum amount of product (1.0 means a 100% yield; for example, 0.34 means a 34% yield). (1) The reactants are C(NC(C)C)(C)C.C([Li])CCC.[I:13][C:14]1[CH:19]=[CH:18][C:17]([CH2:20][C:21]([OH:23])=[O:22])=[CH:16][CH:15]=1.I[CH2:25][CH:26]1[CH2:30][CH2:29][CH2:28][CH2:27]1. The catalyst is O1CCCC1.CN1CCCN(C)C1=O. The product is [CH:26]1([CH2:25][CH:20]([C:17]2[CH:16]=[CH:15][C:14]([I:13])=[CH:19][CH:18]=2)[C:21]([OH:23])=[O:22])[CH2:30][CH2:29][CH2:28][CH2:27]1. The yield is 0.578. (2) The reactants are [CH2:1]([O:3][C:4](=[O:13])[CH2:5][C@H:6]1[CH2:11][CH2:10][C@H:9]([NH2:12])[CH2:8][CH2:7]1)[CH3:2].[C:14]([O:18][C:19](O[C:19]([O:18][C:14]([CH3:17])([CH3:16])[CH3:15])=[O:20])=[O:20])([CH3:17])([CH3:16])[CH3:15].C(N(CC)CC)C.O. The catalyst is ClCCl.CN(C)C1C=CN=CC=1. The product is [CH2:1]([O:3][C:4](=[O:13])[CH2:5][C@H:6]1[CH2:7][CH2:8][C@H:9]([NH:12][C:19]([O:18][C:14]([CH3:17])([CH3:16])[CH3:15])=[O:20])[CH2:10][CH2:11]1)[CH3:2]. The yield is 0.600. (3) The reactants are Cl.[F:2][C:3]1[CH:26]=[CH:25][C:6]([C:7]([NH:9][C:10]2[C:11]3[CH2:22][NH:21][C:20]([CH3:24])([CH3:23])[C:12]=3[N:13]([C:15]([O:17][CH2:18][CH3:19])=[O:16])[N:14]=2)=[O:8])=[CH:5][CH:4]=1.C(N(CC)C(C)C)(C)C.[C:36](Cl)(=[O:41])[C:37]([CH3:40])([CH3:39])[CH3:38].CCOC(C)=O.CCCCCC. The yield is 0.820. The product is [CH3:38][C:37]([CH3:40])([CH3:39])[C:36]([N:21]1[CH2:22][C:11]2[C:10]([NH:9][C:7](=[O:8])[C:6]3[CH:5]=[CH:4][C:3]([F:2])=[CH:26][CH:25]=3)=[N:14][N:13]([C:15]([O:17][CH2:18][CH3:19])=[O:16])[C:12]=2[C:20]1([CH3:23])[CH3:24])=[O:41]. The catalyst is ClCCl. (4) The reactants are [NH2:1][C:2]1[S:3]/[C:4](=[CH:8]\[C:9]2[CH:14]=[C:13]([O:15][CH3:16])[C:12]([OH:17])=[C:11]([Cl:18])[CH:10]=2)/[C:5](=[O:7])[N:6]=1.Br[CH2:20][C:21]([C:23]1[CH:28]=[CH:27][C:26]([O:29][CH:30]([F:32])[F:31])=[CH:25][CH:24]=1)=O. No catalyst specified. The product is [Cl:18][C:11]1[CH:10]=[C:9](/[CH:8]=[C:4]2/[C:5](=[O:7])[N:6]3[CH:20]=[C:21]([C:23]4[CH:24]=[CH:25][C:26]([O:29][CH:30]([F:31])[F:32])=[CH:27][CH:28]=4)[N:1]=[C:2]3[S:3]/2)[CH:14]=[C:13]([O:15][CH3:16])[C:12]=1[OH:17]. The yield is 0.560. (5) The reactants are [CH3:1][O:2][C:3](=[O:12])[C:4]1[C:9](Cl)=[CH:8][C:7]([CH3:11])=[N:6][CH:5]=1.[Cl:13][C:14]1[CH:19]=[CH:18][C:17]([Cl:20])=[CH:16][C:15]=1[OH:21].C(=O)([O-])[O-].[K+].[K+].Cl. The catalyst is CN(C)C=O.[Cu]I.[Cu].C(OCC)(=O)C. The product is [CH3:1][O:2][C:3](=[O:12])[C:4]1[C:9]([O:21][C:15]2[CH:16]=[C:17]([Cl:20])[CH:18]=[CH:19][C:14]=2[Cl:13])=[CH:8][C:7]([CH3:11])=[N:6][CH:5]=1. The yield is 0.480.